This data is from NCI-60 drug combinations with 297,098 pairs across 59 cell lines. The task is: Regression. Given two drug SMILES strings and cell line genomic features, predict the synergy score measuring deviation from expected non-interaction effect. (1) Drug 1: C1CC(=O)NC(=O)C1N2CC3=C(C2=O)C=CC=C3N. Drug 2: CC12CCC3C(C1CCC2=O)CC(=C)C4=CC(=O)C=CC34C. Cell line: MDA-MB-231. Synergy scores: CSS=22.3, Synergy_ZIP=-0.134, Synergy_Bliss=-1.00, Synergy_Loewe=0.459, Synergy_HSA=0.459. (2) Drug 2: CC(C)NC(=O)C1=CC=C(C=C1)CNNC.Cl. Drug 1: C(=O)(N)NO. Synergy scores: CSS=1.03, Synergy_ZIP=-1.56, Synergy_Bliss=-4.45, Synergy_Loewe=-3.41, Synergy_HSA=-3.68. Cell line: SK-MEL-5. (3) Drug 1: CCC1=C2CN3C(=CC4=C(C3=O)COC(=O)C4(CC)O)C2=NC5=C1C=C(C=C5)O. Drug 2: CC1=C(C(=CC=C1)Cl)NC(=O)C2=CN=C(S2)NC3=CC(=NC(=N3)C)N4CCN(CC4)CCO. Cell line: KM12. Synergy scores: CSS=8.52, Synergy_ZIP=-8.28, Synergy_Bliss=-0.908, Synergy_Loewe=-21.9, Synergy_HSA=-3.50. (4) Drug 1: CCC(=C(C1=CC=CC=C1)C2=CC=C(C=C2)OCCN(C)C)C3=CC=CC=C3.C(C(=O)O)C(CC(=O)O)(C(=O)O)O. Drug 2: N.N.Cl[Pt+2]Cl. Cell line: M14. Synergy scores: CSS=24.2, Synergy_ZIP=-0.492, Synergy_Bliss=0.665, Synergy_Loewe=-0.132, Synergy_HSA=0.661. (5) Synergy scores: CSS=26.0, Synergy_ZIP=-4.11, Synergy_Bliss=-3.40, Synergy_Loewe=-2.59, Synergy_HSA=-2.65. Cell line: SK-OV-3. Drug 2: C1=C(C(=O)NC(=O)N1)N(CCCl)CCCl. Drug 1: CN(C)N=NC1=C(NC=N1)C(=O)N. (6) Drug 1: CC1C(C(CC(O1)OC2CC(CC3=C2C(=C4C(=C3O)C(=O)C5=C(C4=O)C(=CC=C5)OC)O)(C(=O)C)O)N)O.Cl. Drug 2: C1=CC=C(C=C1)NC(=O)CCCCCCC(=O)NO. Cell line: SK-MEL-28. Synergy scores: CSS=27.4, Synergy_ZIP=-4.89, Synergy_Bliss=4.98, Synergy_Loewe=-1.37, Synergy_HSA=4.89. (7) Drug 1: CC1CCC2CC(C(=CC=CC=CC(CC(C(=O)C(C(C(=CC(C(=O)CC(OC(=O)C3CCCCN3C(=O)C(=O)C1(O2)O)C(C)CC4CCC(C(C4)OC)OCCO)C)C)O)OC)C)C)C)OC. Drug 2: B(C(CC(C)C)NC(=O)C(CC1=CC=CC=C1)NC(=O)C2=NC=CN=C2)(O)O. Cell line: OVCAR-8. Synergy scores: CSS=36.6, Synergy_ZIP=2.90, Synergy_Bliss=5.67, Synergy_Loewe=-8.77, Synergy_HSA=3.65. (8) Drug 1: CCC1(CC2CC(C3=C(CCN(C2)C1)C4=CC=CC=C4N3)(C5=C(C=C6C(=C5)C78CCN9C7C(C=CC9)(C(C(C8N6C=O)(C(=O)OC)O)OC(=O)C)CC)OC)C(=O)OC)O.OS(=O)(=O)O. Drug 2: CC1=C2C(C(=O)C3(C(CC4C(C3C(C(C2(C)C)(CC1OC(=O)C(C(C5=CC=CC=C5)NC(=O)OC(C)(C)C)O)O)OC(=O)C6=CC=CC=C6)(CO4)OC(=O)C)O)C)O. Cell line: SF-539. Synergy scores: CSS=36.3, Synergy_ZIP=3.81, Synergy_Bliss=4.46, Synergy_Loewe=-8.62, Synergy_HSA=2.82. (9) Drug 1: CCN(CC)CCCC(C)NC1=C2C=C(C=CC2=NC3=C1C=CC(=C3)Cl)OC. Drug 2: C(CN)CNCCSP(=O)(O)O. Cell line: SR. Synergy scores: CSS=62.0, Synergy_ZIP=1.93, Synergy_Bliss=-2.44, Synergy_Loewe=-34.8, Synergy_HSA=-7.89.